This data is from Reaction yield outcomes from USPTO patents with 853,638 reactions. The task is: Predict the reaction yield, written as a fraction of the theoretical maximum amount of product (1.0 means a 100% yield; for example, 0.34 means a 34% yield). (1) The reactants are Cl[C:2]1[N:7]=[C:6]([C:8]2[CH:9]=[N:10][N:11]([CH3:13])[CH:12]=2)[CH:5]=[C:4]([N:14]2[CH2:18][CH2:17][CH2:16][CH2:15]2)[N:3]=1.[CH3:19][O:20][C:21]([C:23]1([C:27]2[CH:32]=[CH:31][C:30]([NH2:33])=[CH:29][CH:28]=2)[CH2:26][CH2:25][CH2:24]1)=[O:22]. The catalyst is C(O)CCC. The product is [CH3:19][O:20][C:21]([C:23]1([C:27]2[CH:28]=[CH:29][C:30]([NH:33][C:2]3[N:7]=[C:6]([C:8]4[CH:9]=[N:10][N:11]([CH3:13])[CH:12]=4)[CH:5]=[C:4]([N:14]4[CH2:18][CH2:17][CH2:16][CH2:15]4)[N:3]=3)=[CH:31][CH:32]=2)[CH2:24][CH2:25][CH2:26]1)=[O:22]. The yield is 0.798. (2) The reactants are [H-].[Na+].[C:3]1(=[O:10])[CH2:9][CH2:8][CH2:7][CH2:6][CH2:5][CH2:4]1.Cl[CH2:12][C:13]([O:15]COC)=[CH2:14]. The catalyst is C1(C)C=CC=CC=1. The product is [O:15]=[C:13]([CH3:14])[CH2:12][CH:4]1[CH2:5][CH2:6][CH2:7][CH2:8][CH2:9][C:3]1=[O:10]. The yield is 0.413. (3) The reactants are [NH:1]1[CH2:6][CH2:5][CH2:4][CH2:3][CH:2]1[CH2:7][C:8]([O:10]C)=O.[NH2:12][NH2:13]. The catalyst is C(O)C. The product is [NH2:12][NH:13][C:8](=[O:10])[CH2:7][CH:2]1[CH2:3][CH2:4][CH2:5][CH2:6][NH:1]1. The yield is 1.00.